This data is from Full USPTO retrosynthesis dataset with 1.9M reactions from patents (1976-2016). The task is: Predict the reactants needed to synthesize the given product. (1) Given the product [O:1]1[CH:5]=[CH:4][N:3]=[C:2]1[C:24]1([NH:23][C:42]([C:39]2[CH:38]=[C:37]([O:45][CH2:46][CH:47]3[CH2:48][CH2:49]3)[C:36]([Cl:35])=[CH:41][N:40]=2)=[O:43])[CH2:25][O:26][CH2:27]1, predict the reactants needed to synthesize it. The reactants are: [O:1]1[CH:5]=[CH:4][N:3]=[CH:2]1.B.C1COCC1.[Li]CCCC.CC(S([N:23]=[C:24]1[CH2:27][O:26][CH2:25]1)=O)(C)C.Cl.O1CCOCC1.[Cl:35][C:36]1[C:37]([O:45][CH2:46][CH:47]2[CH2:49][CH2:48]2)=[CH:38][C:39]([C:42](O)=[O:43])=[N:40][CH:41]=1. (2) Given the product [CH2:7]([NH:25][CH:3]([CH2:4][OH:5])[CH2:2][OH:6])[CH2:8][CH2:9][CH2:10][CH2:11][CH2:12][CH2:13][CH2:14][CH2:15][CH2:16][CH2:17][CH2:18][CH2:19][CH3:20], predict the reactants needed to synthesize it. The reactants are: N[CH:2]([OH:6])[CH2:3][CH2:4][OH:5].[CH2:7](Br)[CH2:8][CH2:9][CH2:10][CH2:11][CH2:12][CH2:13][CH2:14][CH2:15][CH2:16][CH2:17][CH2:18][CH2:19][CH3:20].C([N:25](C(C)C)CC)(C)C. (3) Given the product [Cl-:1].[C:11]([O:15][C:16]([NH:18][CH:19]([C:31]1[CH:36]=[CH:35][CH:34]=[CH:33][CH:32]=1)[C:20]([O:22][C@@H:23]1[CH:28]2[CH2:29][CH2:30][N+:25]([CH2:2][C:3](=[O:4])[C:5]3[CH:10]=[CH:9][CH:8]=[CH:7][CH:6]=3)([CH2:26][CH2:27]2)[CH2:24]1)=[O:21])=[O:17])([CH3:14])([CH3:12])[CH3:13], predict the reactants needed to synthesize it. The reactants are: [Cl:1][CH2:2][C:3]([C:5]1[CH:10]=[CH:9][CH:8]=[CH:7][CH:6]=1)=[O:4].[C:11]([O:15][C:16]([NH:18][CH:19]([C:31]1[CH:36]=[CH:35][CH:34]=[CH:33][CH:32]=1)[C:20]([O:22][C@@H:23]1[CH:28]2[CH2:29][CH2:30][N:25]([CH2:26][CH2:27]2)[CH2:24]1)=[O:21])=[O:17])([CH3:14])([CH3:13])[CH3:12].CCOCC. (4) The reactants are: [Cl:1][C:2]1[CH:11]=[CH:10][C:5]2[N:6]=[C:7]([NH2:9])[S:8][C:4]=2[CH:3]=1.[F:12][C:13]([F:24])([F:23])[C:14]1[CH:15]=[C:16]([CH:20]=[CH:21][CH:22]=1)[C:17](Cl)=[O:18].C[O:26][C:27]1[CH:36]=CC2N=C(N)SC=2C=1.ClC1C=C(C=CC=1)C(Cl)=[O:42]. Given the product [Cl:1][C:2]1[CH:11]=[CH:10][C:5]2[N:6]([CH2:36][C:27]([OH:26])=[O:42])[C:7](=[N:9][C:17](=[O:18])[C:16]3[CH:20]=[CH:21][CH:22]=[C:14]([C:13]([F:24])([F:23])[F:12])[CH:15]=3)[S:8][C:4]=2[CH:3]=1, predict the reactants needed to synthesize it.